From a dataset of Full USPTO retrosynthesis dataset with 1.9M reactions from patents (1976-2016). Predict the reactants needed to synthesize the given product. (1) Given the product [CH3:20][N:19]1[C:15]([N:11]2[CH2:12][CH2:13][C@@H:7]3[NH:6][CH2:5][CH2:4][O:3][C@H:8]3[CH2:9][CH2:10]2)=[C:16]([N+:21]([O-:23])=[O:22])[CH:17]=[N:18]1, predict the reactants needed to synthesize it. The reactants are: Cl.Cl.[O:3]1[C@@H:8]2[CH2:9][CH2:10][NH:11][CH2:12][CH2:13][C@H:7]2[NH:6][CH2:5][CH2:4]1.Cl[C:15]1[N:19]([CH3:20])[N:18]=[CH:17][C:16]=1[N+:21]([O-:23])=[O:22].CCN(C(C)C)C(C)C. (2) Given the product [C:14]1([S:13][C:11]2[S:12][C:8]([C:6]([OH:7])=[O:5])=[CH:9][N:10]=2)[CH:15]=[CH:16][CH:17]=[CH:18][CH:19]=1, predict the reactants needed to synthesize it. The reactants are: [OH-].[K+].C([O:5][C:6]([C:8]1[S:12][C:11]([S:13][C:14]2[CH:19]=[CH:18][CH:17]=[CH:16][CH:15]=2)=[N:10][CH:9]=1)=[O:7])C.Cl. (3) The reactants are: [CH3:1][S:2]([C:5]1([C:8]2[N:13]=[C:12](SC)[N:11]=[C:10]([N:16]3[CH2:21][CH2:20][O:19][CH2:18][CH2:17]3)[CH:9]=2)[CH2:7][CH2:6]1)(=[O:4])=[O:3].[NH:22]1[C:30]2[C:25](=[C:26](B(O)O)[CH:27]=[CH:28][CH:29]=2)[CH:24]=[CH:23]1. Given the product [CH3:1][S:2]([C:5]1([C:8]2[CH:9]=[C:10]([N:16]3[CH2:21][CH2:20][O:19][CH2:18][CH2:17]3)[N:11]=[C:12]([C:26]3[CH:27]=[CH:28][CH:29]=[C:30]4[C:25]=3[CH:24]=[CH:23][NH:22]4)[N:13]=2)[CH2:7][CH2:6]1)(=[O:4])=[O:3], predict the reactants needed to synthesize it.